The task is: Regression. Given a peptide amino acid sequence and an MHC pseudo amino acid sequence, predict their binding affinity value. This is MHC class I binding data.. This data is from Peptide-MHC class I binding affinity with 185,985 pairs from IEDB/IMGT. (1) The peptide sequence is HPVLVTATL. The MHC is HLA-A01:01 with pseudo-sequence HLA-A01:01. The binding affinity (normalized) is 0.213. (2) The peptide sequence is ELTSNCTRTT. The MHC is HLA-A02:03 with pseudo-sequence HLA-A02:03. The binding affinity (normalized) is 0.326.